From a dataset of Retrosynthesis with 50K atom-mapped reactions and 10 reaction types from USPTO. Predict the reactants needed to synthesize the given product. (1) The reactants are: CNc1ccc(F)cc1.COCCOc1cc2ncnc(NC3=CC(=O)C(Cl)=CC3=O)c2cc1OC. Given the product COCCOc1cc2ncnc(NC3=CC(=O)C(N(C)c4ccc(F)cc4)=CC3=O)c2cc1OC, predict the reactants needed to synthesize it. (2) Given the product COc1cc2c(Oc3ccc4[nH]c(C)cc4c3F)ncnc2cc1OC[C@H](O)CN1CCCC1, predict the reactants needed to synthesize it. The reactants are: COc1cc2c(Oc3ccc4[nH]c(C)cc4c3F)ncnc2cc1OC[C@@H](CN1CCCC1)OC(C)=O. (3) The reactants are: Cc1ncc(-c2cc(Cl)nc3c2CCCC3)cn1.OCc1ncc(F)cc1F. Given the product Cc1ncc(-c2cc(OCc3ncc(F)cc3F)nc3c2CCCC3)cn1, predict the reactants needed to synthesize it. (4) Given the product COC(=O)Nc1cc(OS(=O)(=O)c2ccc(C)cc2)nc(N)[n+]1[O-], predict the reactants needed to synthesize it. The reactants are: COC(=O)Nc1cc(OS(=O)(=O)c2ccc(C)cc2)nc(N)n1.O=S([O-])[O-]. (5) Given the product CN(CC1CCN(C(=O)OC(C)(C)C)CC1)c1ccncc1, predict the reactants needed to synthesize it. The reactants are: Brc1ccncc1.CNCC1CCN(C(=O)OC(C)(C)C)CC1. (6) Given the product CN(Cc1cccc(-c2ccc(CN)cc2)c1)C(=O)CNC(=O)OC(C)(C)C, predict the reactants needed to synthesize it. The reactants are: CN(Cc1cccc(-c2ccc(C#N)cc2)c1)C(=O)CNC(=O)OC(C)(C)C. (7) The reactants are: C=CCc1cc(F)ccc1O.O=C1NCN(c2ccccc2)C12CCN(CCCCl)CC2. Given the product C=CCc1cc(F)ccc1OCCCN1CCC2(CC1)C(=O)NCN2c1ccccc1, predict the reactants needed to synthesize it. (8) Given the product O=C(CCc1c(-c2ccc(Cl)cc2)[nH]c2ccc(Cl)cc12)N1CCN(Cc2cc(C(F)(F)F)cc(C(F)(F)F)c2)CC1, predict the reactants needed to synthesize it. The reactants are: FC(F)(F)c1cc(CBr)cc(C(F)(F)F)c1.O=C(CCc1c(-c2ccc(Cl)cc2)[nH]c2ccc(Cl)cc12)N1CCNCC1. (9) The reactants are: CN(C)C=O.Clc1ncc(I)c(Cl)n1. Given the product COc1nc(Cl)ncc1I, predict the reactants needed to synthesize it. (10) Given the product CCOc1cc(C(=O)N(C)OC)cc(S(F)(F)(F)(F)F)c1, predict the reactants needed to synthesize it. The reactants are: CCOC(=O)c1cc(OCC)cc(S(F)(F)(F)(F)F)c1.CNOC.